Dataset: Reaction yield outcomes from USPTO patents with 853,638 reactions. Task: Predict the reaction yield, written as a fraction of the theoretical maximum amount of product (1.0 means a 100% yield; for example, 0.34 means a 34% yield). (1) The reactants are [H-].[H-].[H-].[H-].[Li+].[Al+3].[F:7][C:8]1[CH:9]=[C:10]2[C:15](=[CH:16][CH:17]=1)[NH:14][C:13](=O)[CH2:12][CH2:11]2. The catalyst is C1COCC1. The product is [F:7][C:8]1[CH:9]=[C:10]2[C:15](=[CH:16][CH:17]=1)[NH:14][CH2:13][CH2:12][CH2:11]2. The yield is 0.810. (2) The yield is 0.930. The reactants are [NH2:1][C:2]1[CH:3]=[C:4]2[C:8](=[CH:9][CH:10]=1)[CH2:7][CH2:6][CH2:5]2.[CH:11](O)=[O:12].Cl.CN(C)CCCN=C=NCC.C(N(C(C)C)CC)(C)C. The catalyst is CN(C=O)C. The product is [CH:11]([NH:1][C:2]1[CH:3]=[C:4]2[C:8](=[CH:9][CH:10]=1)[CH2:7][CH2:6][CH2:5]2)=[O:12]. (3) The reactants are Cl[C:2]1[CH:7]=[C:6]([NH:8][C:9]2[CH:17]=[CH:16][CH:15]=[CH:14][C:10]=2[C:11]([OH:13])=[O:12])[C:5]([Cl:18])=[CH:4][N:3]=1.[CH3:19][N:20]1[C:24]([NH2:25])=[CH:23][C:22]([CH3:26])=[N:21]1.C1(P(C2C=CC=CC=2)C2C=CC3C(=CC=CC=3)C=2C2C3C(=CC=CC=3)C=CC=2P(C2C=CC=CC=2)C2C=CC=CC=2)C=CC=CC=1.CC(C)([O-])C.[Na+]. The catalyst is O1CCOCC1.C1C=CC(/C=C/C(/C=C/C2C=CC=CC=2)=O)=CC=1.C1C=CC(/C=C/C(/C=C/C2C=CC=CC=2)=O)=CC=1.C1C=CC(/C=C/C(/C=C/C2C=CC=CC=2)=O)=CC=1.[Pd].[Pd]. The product is [Cl:18][C:5]1[C:6]([NH:8][C:9]2[CH:17]=[CH:16][CH:15]=[CH:14][C:10]=2[C:11]([OH:13])=[O:12])=[CH:7][C:2]([NH:25][C:24]2[N:20]([CH3:19])[N:21]=[C:22]([CH3:26])[CH:23]=2)=[N:3][CH:4]=1. The yield is 0.210. (4) The reactants are [NH2:1][C:2]1[N:7]=[C:6]([C:8]2[C:9]([C:22]3[CH:23]=[C:24]([NH:28][S:29]([C:32]4[CH:37]=[C:36]([F:38])[CH:35]=[CH:34][C:33]=4[F:39])(=[O:31])=[O:30])[CH:25]=[CH:26][CH:27]=3)=[N:10][N:11](CC3C=CC(OC)=CC=3)[CH:12]=2)[CH:5]=[CH:4][N:3]=1.C(OCC)C. The catalyst is FC(F)(F)C(O)=O. The product is [NH2:1][C:2]1[N:7]=[C:6]([C:8]2[C:9]([C:22]3[CH:23]=[C:24]([NH:28][S:29]([C:32]4[CH:37]=[C:36]([F:38])[CH:35]=[CH:34][C:33]=4[F:39])(=[O:30])=[O:31])[CH:25]=[CH:26][CH:27]=3)=[N:10][NH:11][CH:12]=2)[CH:5]=[CH:4][N:3]=1. The yield is 0.170. (5) The reactants are C(=O)([O-])[O-].[K+].[K+].[I-].[K+].[C:9]([O:13][C:14](=[O:17])[CH2:15]Br)([CH3:12])([CH3:11])[CH3:10].[CH3:18][O:19][C:20](=[O:29])[C:21]1[CH:26]=[CH:25][C:24]([OH:27])=[C:23]([CH3:28])[CH:22]=1. The catalyst is CC(C)=O. The product is [CH3:18][O:19][C:20](=[O:29])[C:21]1[CH:26]=[CH:25][C:24]([O:27][CH2:15][C:14]([O:13][C:9]([CH3:12])([CH3:11])[CH3:10])=[O:17])=[C:23]([CH3:28])[CH:22]=1. The yield is 0.900. (6) The reactants are C(OC([N:8]([CH2:37][C:38]([O:40]C(C)(C)C)=[O:39])[C:9]1[CH:14]=[CH:13][CH:12]=[C:11]([CH:15]([CH2:26][C:27]2[CH:32]=[CH:31][C:30]([C:33]([CH3:36])([CH3:35])[CH3:34])=[CH:29][CH:28]=2)[NH:16][S:17]([C:20]2[CH:25]=[CH:24][CH:23]=[CH:22][N:21]=2)(=[O:19])=[O:18])[N:10]=1)=O)(C)(C)C.[ClH:45].O1CCOCC1. The catalyst is C(Cl)Cl. The product is [ClH:45].[C:33]([C:30]1[CH:29]=[CH:28][C:27]([CH2:26][CH:15]([NH:16][S:17]([C:20]2[CH:25]=[CH:24][CH:23]=[CH:22][N:21]=2)(=[O:18])=[O:19])[C:11]2[N:10]=[C:9]([NH:8][CH2:37][C:38]([OH:40])=[O:39])[CH:14]=[CH:13][CH:12]=2)=[CH:32][CH:31]=1)([CH3:36])([CH3:34])[CH3:35]. The yield is 0.760. (7) The reactants are O(C1C=CC(CCCCN)=CC=1)CCOCCOC.[O:20]([C:34]1[CH:39]=[CH:38][C:37]([CH:40](C(OCC2C=CC=CC=2)=O)[CH2:41][CH2:42][CH2:43][NH2:44])=[CH:36][CH:35]=1)[CH2:21][CH2:22][O:23][CH2:24][CH2:25][O:26][CH2:27][CH2:28][O:29][CH2:30][CH2:31][O:32][CH3:33]. No catalyst specified. The product is [O:20]([C:34]1[CH:39]=[CH:38][C:37]([CH2:40][CH2:41][CH2:42][CH2:43][NH2:44])=[CH:36][CH:35]=1)[CH2:21][CH2:22][O:23][CH2:24][CH2:25][O:26][CH2:27][CH2:28][O:29][CH2:30][CH2:31][O:32][CH3:33]. The yield is 0.950. (8) The product is [Br:1][C:2]1[CH:3]=[C:4]([B:9]2[O:11][C:19](=[O:20])[CH2:18][N:13]([CH3:12])[CH2:14][C:15](=[O:16])[O:10]2)[C:5]([F:8])=[N:6][CH:7]=1. The catalyst is C1(C)C=CC=CC=1. The reactants are [Br:1][C:2]1[CH:3]=[C:4]([B:9]([OH:11])[OH:10])[C:5]([F:8])=[N:6][CH:7]=1.[CH3:12][N:13]([CH2:18][C:19](O)=[O:20])[CH2:14][C:15](O)=[O:16].CS(C)=O. The yield is 0.820. (9) The yield is 0.300. The product is [I:14][C:13]1[N:5]2[C:6]3[S:12][CH:11]=[CH:10][C:7]=3[N:8]=[CH:9][C:4]2=[N:3][C:2]=1[CH3:1]. The catalyst is C(Cl)Cl. The reactants are [CH3:1][C:2]1[N:3]=[C:4]2[CH:9]=[N:8][C:7]3[CH:10]=[CH:11][S:12][C:6]=3[N:5]2[CH:13]=1.[I:14]N1C(=O)CCC1=O. (10) The reactants are [CH2:1]([C:3]1[NH:4][C:5](=[O:27])[C:6]([CH2:12][C:13]2[CH:18]=[CH:17][C:16]([C:19]3[C:20]([C:25]#[N:26])=[CH:21][CH:22]=[CH:23][CH:24]=3)=[CH:15][CH:14]=2)=[C:7]([CH2:9][CH2:10][CH3:11])[N:8]=1)[CH3:2].[C:28]([O:32][C:33]1[CH:38]=[CH:37][C:36](B(O)O)=[CH:35][CH:34]=1)([CH3:31])([CH3:30])[CH3:29].C(N(CC)CC)C.N1C=CC=CC=1. The catalyst is ClCCl.C(OCC)(=O)C.C([O-])(=O)C.[Cu+2].C([O-])(=O)C. The product is [C:28]([O:32][C:33]1[CH:38]=[CH:37][C:36]([N:4]2[C:5](=[O:27])[C:6]([CH2:12][C:13]3[CH:18]=[CH:17][C:16]([C:19]4[C:20]([C:25]#[N:26])=[CH:21][CH:22]=[CH:23][CH:24]=4)=[CH:15][CH:14]=3)=[C:7]([CH2:9][CH2:10][CH3:11])[N:8]=[C:3]2[CH2:1][CH3:2])=[CH:35][CH:34]=1)([CH3:31])([CH3:29])[CH3:30]. The yield is 0.660.